This data is from Peptide-MHC class II binding affinity with 134,281 pairs from IEDB. The task is: Regression. Given a peptide amino acid sequence and an MHC pseudo amino acid sequence, predict their binding affinity value. This is MHC class II binding data. (1) The peptide sequence is RTATNIWIDHNSFSN. The MHC is DRB1_1302 with pseudo-sequence DRB1_1302. The binding affinity (normalized) is 0.523. (2) The peptide sequence is ELFVAAYVPYVAWLV. The MHC is DRB1_0901 with pseudo-sequence DRB1_0901. The binding affinity (normalized) is 0.901. (3) The peptide sequence is YKALPVVLENARILK. The MHC is HLA-DQA10301-DQB10302 with pseudo-sequence HLA-DQA10301-DQB10302. The binding affinity (normalized) is 0.384. (4) The peptide sequence is GLSGEPKGGAESSSK. The MHC is HLA-DQA10501-DQB10301 with pseudo-sequence HLA-DQA10501-DQB10301. The binding affinity (normalized) is 0.800. (5) The peptide sequence is KRTYSDRGWGNGCGL. The MHC is DRB1_0401 with pseudo-sequence DRB1_0401. The binding affinity (normalized) is 0.0731. (6) The peptide sequence is RLKGRSCDDWLGGSV. The MHC is H-2-IAd with pseudo-sequence H-2-IAd. The binding affinity (normalized) is 0.165. (7) The peptide sequence is PCLFMRTVSHVILHG. The MHC is DRB1_1501 with pseudo-sequence DRB1_1501. The binding affinity (normalized) is 0.636. (8) The peptide sequence is RQLQKIERWFVRNPF. The MHC is HLA-DQA10103-DQB10603 with pseudo-sequence HLA-DQA10103-DQB10603. The binding affinity (normalized) is 0. (9) The peptide sequence is GTVVLTATFALGAAL. The MHC is DRB1_0405 with pseudo-sequence DRB1_0405. The binding affinity (normalized) is 0.113.